This data is from Forward reaction prediction with 1.9M reactions from USPTO patents (1976-2016). The task is: Predict the product of the given reaction. Given the reactants [N:1]([CH2:4][CH2:5][C:6]1[CH:13]=[CH:12][C:9]([C:10]#[N:11])=[CH:8][CH:7]=1)=[N+]=[N-].N#N, predict the reaction product. The product is: [NH2:1][CH2:4][CH2:5][C:6]1[CH:13]=[CH:12][C:9]([C:10]#[N:11])=[CH:8][CH:7]=1.